Task: Predict the product of the given reaction.. Dataset: Forward reaction prediction with 1.9M reactions from USPTO patents (1976-2016) (1) Given the reactants [CH:1]1([N:7]2[C:11]3[CH:12]=[CH:13][C:14]([C:16]([OH:18])=[O:17])=[CH:15][C:10]=3[N:9]=[C:8]2[C:19]2[CH:20]=[C:21]3[C:26](=[CH:27][CH:28]=2)[N:25]=[C:24]([C:29]2[CH:34]=[CH:33][CH:32]=[CH:31][CH:30]=2)[CH:23]=[C:22]3[N:35](C)[CH3:36])[CH2:6][CH2:5][CH2:4][CH2:3][CH2:2]1.C(OC(C1C=CC2N(C3CCCCC3)C(C3[CH:51]=[C:52]4C(=CC=3)N=[C:55](C3C=CC=CC=3)[CH:54]=[C:53]4[Cl:66])=NC=2C=1)=O)C.ClNC1C=CC=CC=1, predict the reaction product. The product is: [Cl:66][C:53]1[CH:54]=[CH:55][C:36]([NH:35][C:22]2[C:21]3[C:26](=[CH:27][CH:28]=[C:19]([C:8]4[N:7]([CH:1]5[CH2:2][CH2:3][CH2:4][CH2:5][CH2:6]5)[C:11]5[CH:12]=[CH:13][C:14]([C:16]([OH:18])=[O:17])=[CH:15][C:10]=5[N:9]=4)[CH:20]=3)[N:25]=[C:24]([C:29]3[CH:30]=[CH:31][CH:32]=[CH:33][CH:34]=3)[CH:23]=2)=[CH:51][CH:52]=1. (2) Given the reactants C(OC([N:8]1[CH2:16][C:15]2[C:10](=[C:11]([O:23][CH2:24][CH2:25][C:26]3[N:27]=[C:28]([C:32]4[CH:37]=[CH:36][CH:35]=[CH:34][CH:33]=4)[O:29][C:30]=3[CH3:31])[CH:12]=[CH:13][C:14]=2[CH2:17][C:18](=[C:21]=[O:22])OC)[CH2:9]1)=O)(C)(C)C.[C:38](O)(C(F)(F)F)=[O:39], predict the reaction product. The product is: [CH3:38][O:39][C:21](=[O:22])[CH2:18][CH2:17][C:14]1[CH:13]=[CH:12][C:11]([O:23][CH2:24][CH2:25][C:26]2[N:27]=[C:28]([C:32]3[CH:37]=[CH:36][CH:35]=[CH:34][CH:33]=3)[O:29][C:30]=2[CH3:31])=[C:10]2[C:15]=1[CH2:16][NH:8][CH2:9]2. (3) Given the reactants Cl[C:2]1[C:3]2[C:10]([CH3:11])=[C:9]([Cl:12])[S:8][C:4]=2[N:5]=[CH:6][N:7]=1.[NH2:13][C:14]1[CH:19]=[CH:18][C:17]([F:20])=[CH:16][C:15]=1[OH:21].C1(C)C=CC(S(O)(=O)=O)=CC=1, predict the reaction product. The product is: [Cl:12][C:9]1[S:8][C:4]2[N:5]=[CH:6][N:7]=[C:2]([NH:13][C:14]3[CH:19]=[CH:18][C:17]([F:20])=[CH:16][C:15]=3[OH:21])[C:3]=2[C:10]=1[CH3:11]. (4) Given the reactants Br[C:2]1[CH:7]=[CH:6][CH:5]=[CH:4][N:3]=1.[N:8]1([C:14]([O:16][C:17]([CH3:20])([CH3:19])[CH3:18])=[O:15])[CH2:13][CH2:12][NH:11][CH2:10][CH2:9]1.C1C=CC(P(C2C(C3C(P(C4C=CC=CC=4)C4C=CC=CC=4)=CC=C4C=3C=CC=C4)=C3C(C=CC=C3)=CC=2)C2C=CC=CC=2)=CC=1.CC([O-])(C)C.[Na+], predict the reaction product. The product is: [N:3]1[CH:4]=[CH:5][CH:6]=[CH:7][C:2]=1[N:11]1[CH2:10][CH2:9][N:8]([C:14]([O:16][C:17]([CH3:20])([CH3:19])[CH3:18])=[O:15])[CH2:13][CH2:12]1. (5) Given the reactants Br[C:2]1[C:3]([C:14]([O:16][CH2:17][CH2:18][CH2:19][CH2:20][CH2:21][C:22]([O:24][CH3:25])=[O:23])=[O:15])=[C:4]([CH3:13])[O:5][C:6]=1[C:7]1[CH:12]=[CH:11][CH:10]=[CH:9][CH:8]=1.[CH3:26][O:27][C:28]1[CH:33]=[CH:32][C:31](B(O)O)=[CH:30][CH:29]=1.C(=O)([O-])[O-].[K+].[K+].CO, predict the reaction product. The product is: [CH3:26][O:27][C:28]1[CH:33]=[CH:32][C:31]([C:2]2[C:3]([C:14]([O:16][CH2:17][CH2:18][CH2:19][CH2:20][CH2:21][C:22]([O:24][CH3:25])=[O:23])=[O:15])=[C:4]([CH3:13])[O:5][C:6]=2[C:7]2[CH:12]=[CH:11][CH:10]=[CH:9][CH:8]=2)=[CH:30][CH:29]=1. (6) Given the reactants [NH2:1][C:2]1[S:3][C:4]2[CH:10]=[C:9]([NH2:11])[CH:8]=[CH:7][C:5]=2[N:6]=1.[CH3:12][N:13]1[CH:17]=[C:16]([N+:18]([O-:20])=[O:19])[CH:15]=[C:14]1[C:21]([OH:23])=O, predict the reaction product. The product is: [CH3:12][N:13]1[CH:17]=[C:16]([N+:18]([O-:20])=[O:19])[CH:15]=[C:14]1[C:21]([NH:1][C:2]1[S:3][C:4]2[CH:10]=[C:9]([NH:11][C:21]([C:14]3[N:13]([CH3:12])[CH:17]=[C:16]([N+:18]([O-:20])=[O:19])[CH:15]=3)=[O:23])[CH:8]=[CH:7][C:5]=2[N:6]=1)=[O:23]. (7) Given the reactants [Cl:1][C:2]1[C:3]([N:13]2[CH2:18][CH2:17][NH:16][CH2:15][CH2:14]2)=[N:4][CH:5]=[C:6]([CH:12]=1)[C:7]([O:9][CH2:10][CH3:11])=[O:8].[N:19]([C:22]1[CH:27]=[CH:26][CH:25]=[C:24]([S:28][CH3:29])[CH:23]=1)=[C:20]=[O:21], predict the reaction product. The product is: [Cl:1][C:2]1[C:3]([N:13]2[CH2:18][CH2:17][N:16]([C:20]([NH:19][C:22]3[CH:27]=[CH:26][CH:25]=[C:24]([S:28][CH3:29])[CH:23]=3)=[O:21])[CH2:15][CH2:14]2)=[N:4][CH:5]=[C:6]([CH:12]=1)[C:7]([O:9][CH2:10][CH3:11])=[O:8].